This data is from Forward reaction prediction with 1.9M reactions from USPTO patents (1976-2016). The task is: Predict the product of the given reaction. Given the reactants [Cl:1][C:2]1[CH:3]=[C:4]([C:9]2[N:14]=[C:13]([CH2:15][CH:16]([CH3:18])[CH3:17])[N:12]=[C:11](Cl)[C:10]=2[C:20]#[N:21])[CH:5]=[CH:6][C:7]=1[Cl:8].[SH:22][CH2:23][C:24]([NH2:26])=[O:25].C(N(C(C)C)CC)(C)C, predict the reaction product. The product is: [Cl:1][C:2]1[CH:3]=[C:4]([C:9]2[N:14]=[C:13]([CH2:15][CH:16]([CH3:18])[CH3:17])[N:12]=[C:11]([S:22][CH2:23][C:24]([NH2:26])=[O:25])[C:10]=2[C:20]#[N:21])[CH:5]=[CH:6][C:7]=1[Cl:8].